Dataset: Forward reaction prediction with 1.9M reactions from USPTO patents (1976-2016). Task: Predict the product of the given reaction. (1) Given the reactants P(Cl)(Cl)(Cl)(Cl)Cl.[C:7]([CH2:9][C:10](O)=[O:11])#[N:8].[CH2:13]([O:15][C:16]([C:18]1[C:22]([C:23]2[CH:28]=[C:27]([CH3:29])[CH:26]=[C:25]([CH3:30])[CH:24]=2)=[CH:21][S:20][C:19]=1[NH2:31])=[O:17])[CH3:14], predict the reaction product. The product is: [CH2:13]([O:15][C:16]([C:18]1[C:22]([C:23]2[CH:24]=[C:25]([CH3:30])[CH:26]=[C:27]([CH3:29])[CH:28]=2)=[CH:21][S:20][C:19]=1[NH:31][C:10](=[O:11])[CH2:9][C:7]#[N:8])=[O:17])[CH3:14]. (2) Given the reactants C([Cl:4])(=O)C.C(OC([N:12]1[CH2:17][CH2:16][CH:15]([C:18]2[N:19]([CH2:34][CH2:35][N:36]([CH3:38])[CH3:37])[CH:20]=[C:21]([C:23]3[CH:28]=[CH:27][C:26]([F:29])=[C:25]([C:30]([F:33])([F:32])[F:31])[CH:24]=3)[N:22]=2)[CH2:14][CH2:13]1)=O)(C)(C)C, predict the reaction product. The product is: [ClH:4].[ClH:4].[ClH:4].[F:29][C:26]1[CH:27]=[CH:28][C:23]([C:21]2[N:22]=[C:18]([CH:15]3[CH2:16][CH2:17][NH:12][CH2:13][CH2:14]3)[N:19]([CH2:34][CH2:35][N:36]([CH3:38])[CH3:37])[CH:20]=2)=[CH:24][C:25]=1[C:30]([F:31])([F:32])[F:33]. (3) Given the reactants [CH2:1]([C:5]1[C:9](/[CH:10]=[CH:11]/[C:12]2[CH:25]=[CH:24][C:15]([C:16]([NH:18][CH:19]3[CH2:23][CH2:22][O:21][CH2:20]3)=[O:17])=[CH:14][N:13]=2)=[C:8]([CH3:26])[O:7][N:6]=1)[CH2:2][CH2:3][CH3:4], predict the reaction product. The product is: [CH2:1]([C:5]1[C:9]([CH2:10][CH2:11][C:12]2[CH:25]=[CH:24][C:15]([C:16]([NH:18][CH:19]3[CH2:23][CH2:22][O:21][CH2:20]3)=[O:17])=[CH:14][N:13]=2)=[C:8]([CH3:26])[O:7][N:6]=1)[CH2:2][CH2:3][CH3:4]. (4) Given the reactants [Br:1][C:2]1[C:3]([CH3:11])=[CH:4][C:5]([C:8](O)=[O:9])=[N:6][CH:7]=1.S(Cl)([Cl:14])=O, predict the reaction product. The product is: [Br:1][C:2]1[C:3]([CH3:11])=[CH:4][C:5]([C:8]([Cl:14])=[O:9])=[N:6][CH:7]=1. (5) Given the reactants CS([C:5]1[N:10]=[C:9]([C:11]2[N:15]3[CH:16]=[CH:17][N:18]=[C:19]([NH:20][CH2:21][CH2:22][N:23]4[CH2:28][CH2:27][O:26][CH2:25][CH2:24]4)[C:14]3=[N:13][CH:12]=2)[CH:8]=[CH:7][N:6]=1)(=O)=O.[Cl:29][C:30]1[CH:31]=[C:32]([CH:35]=[CH:36][CH:37]=1)[CH2:33][NH2:34], predict the reaction product. The product is: [Cl:29][C:30]1[CH:31]=[C:32]([CH:35]=[CH:36][CH:37]=1)[CH2:33][NH:34][C:5]1[N:10]=[C:9]([C:11]2[N:15]3[CH:16]=[CH:17][N:18]=[C:19]([NH:20][CH2:21][CH2:22][N:23]4[CH2:28][CH2:27][O:26][CH2:25][CH2:24]4)[C:14]3=[N:13][CH:12]=2)[CH:8]=[CH:7][N:6]=1. (6) Given the reactants [CH3:1][C:2]1[CH:7]=[CH:6][CH:5]=[C:4]([CH3:8])[C:3]=1[N:9]1[C:13](=[O:14])[CH2:12][CH:11]([C:15]([OH:17])=[O:16])[CH2:10]1.[C:18](O)([CH3:21])([CH3:20])[CH3:19].ClC1C=C(Cl)C=C(Cl)C=1C(Cl)=O, predict the reaction product. The product is: [CH3:8][C:4]1[CH:5]=[CH:6][CH:7]=[C:2]([CH3:1])[C:3]=1[N:9]1[C:13](=[O:14])[CH2:12][CH:11]([C:15]([O:17][C:18]([CH3:21])([CH3:20])[CH3:19])=[O:16])[CH2:10]1. (7) Given the reactants [CH:1]([N:4]1[C:8]([C:9]2[N:18]=[C:17]3[N:11]([CH2:12][CH2:13][O:14][C:15]4[CH:22]=[C:21]([OH:23])[CH:20]=[CH:19][C:16]=43)[CH:10]=2)=[N:7][CH:6]=[N:5]1)([CH3:3])[CH3:2].[CH2:24]([O:26][C:27](=[O:31])[C@H:28]([CH3:30])O)[CH3:25].CO, predict the reaction product. The product is: [CH2:24]([O:26][C:27](=[O:31])[C@H:28]([O:23][C:21]1[CH:20]=[CH:19][C:16]2[C:17]3[N:11]([CH2:12][CH2:13][O:14][C:15]=2[CH:22]=1)[CH:10]=[C:9]([C:8]1[N:4]([CH:1]([CH3:3])[CH3:2])[N:5]=[CH:6][N:7]=1)[N:18]=3)[CH3:30])[CH3:25]. (8) Given the reactants [F:1][B-:2]([F:5])([F:4])[F:3].[C:6]1([PH+:12]([C:19]2[CH:24]=[CH:23][CH:22]=[CH:21][CH:20]=2)[C:13]2[CH:18]=[CH:17][CH:16]=[CH:15][CH:14]=2)[CH:11]=[CH:10][CH:9]=[CH:8][CH:7]=1.[C:25](=O)(OC)OC, predict the reaction product. The product is: [F:1][B-:2]([F:5])([F:4])[F:3].[CH3:25][P+:12]([C:6]1[CH:7]=[CH:8][CH:9]=[CH:10][CH:11]=1)([C:13]1[CH:18]=[CH:17][CH:16]=[CH:15][CH:14]=1)[C:19]1[CH:20]=[CH:21][CH:22]=[CH:23][CH:24]=1. (9) The product is: [CH2:12]([O:11][C:9]([C:8]1[N:25]=[C:15](/[CH:16]=[CH:17]/[C:18]2[CH:23]=[CH:22][CH:21]=[CH:20][CH:19]=2)[O:24][CH:7]=1)=[O:10])[CH3:13]. Given the reactants C(=O)([O-])O.[Na+].Br[CH2:7][C:8](=O)[C:9]([O:11][CH2:12][CH3:13])=[O:10].[C:15]([NH2:25])(=[O:24])[CH:16]=[CH:17][C:18]1[CH:23]=[CH:22][CH:21]=[CH:20][CH:19]=1.FC(F)(F)C(OC(=O)C(F)(F)F)=O, predict the reaction product. (10) Given the reactants [Cl:1][C:2]1[C:8]([F:9])=[CH:7][C:5]([NH2:6])=[C:4]([N:10]2[CH2:15][CH2:14][N:13]([CH2:16][CH2:17][C:18]([F:21])([F:20])[F:19])[CH2:12][CH2:11]2)[CH:3]=1.C(OC([NH:29][CH2:30][C:31]1[CH:39]=[CH:38][C:34]([C:35](O)=[O:36])=[C:33]([F:40])[C:32]=1[F:41])=O)(C)(C)C.CN(C(ON1N=NC2C=CC=NC1=2)=[N+](C)C)C.F[P-](F)(F)(F)(F)F, predict the reaction product. The product is: [NH2:29][CH2:30][C:31]1[CH:39]=[CH:38][C:34]([C:35]([NH:6][C:5]2[CH:7]=[C:8]([F:9])[C:2]([Cl:1])=[CH:3][C:4]=2[N:10]2[CH2:11][CH2:12][N:13]([CH2:16][CH2:17][C:18]([F:20])([F:21])[F:19])[CH2:14][CH2:15]2)=[O:36])=[C:33]([F:40])[C:32]=1[F:41].